This data is from Forward reaction prediction with 1.9M reactions from USPTO patents (1976-2016). The task is: Predict the product of the given reaction. Given the reactants [CH:1]1[C:9]2[C:8]3[CH2:10][CH2:11][CH2:12][CH2:13][CH2:14][CH2:15][C:7]=3[O:6][C:5]=2[CH:4]=[CH:3][C:2]=1[NH2:16].[C:17](Cl)(=[O:19])[CH3:18], predict the reaction product. The product is: [CH:1]1[C:9]2[C:8]3[CH2:10][CH2:11][CH2:12][CH2:13][CH2:14][CH2:15][C:7]=3[O:6][C:5]=2[CH:4]=[CH:3][C:2]=1[NH:16][C:17](=[O:19])[CH3:18].